Dataset: Forward reaction prediction with 1.9M reactions from USPTO patents (1976-2016). Task: Predict the product of the given reaction. (1) Given the reactants Cl.Cl.Cl.[CH3:4][C:5]1[C:6]2[O:28][CH2:27][CH2:26][C:7]=2[C:8]([N:11]2[CH2:16][CH2:15][N:14]([CH2:17][CH2:18][C@H:19]3[CH2:24][CH2:23][C@H:22]([NH2:25])[CH2:21][CH2:20]3)[CH2:13][CH2:12]2)=[N:9][CH:10]=1.[O:29]1[CH2:34][CH2:33][CH:32]([C:35](O)=[O:36])[CH2:31][CH2:30]1, predict the reaction product. The product is: [CH3:4][C:5]1[C:6]2[O:28][CH2:27][CH2:26][C:7]=2[C:8]([N:11]2[CH2:12][CH2:13][N:14]([CH2:17][CH2:18][C@H:19]3[CH2:20][CH2:21][C@H:22]([NH:25][C:35]([CH:32]4[CH2:33][CH2:34][O:29][CH2:30][CH2:31]4)=[O:36])[CH2:23][CH2:24]3)[CH2:15][CH2:16]2)=[N:9][CH:10]=1. (2) Given the reactants Cl[C:2]1[CH:11]=[CH:10][C:9]2[C:4](=[CH:5][C:6]([OH:12])=[CH:7][CH:8]=2)[N:3]=1.[CH3:13][O-:14].[Na+].CO, predict the reaction product. The product is: [CH3:13][O:14][C:2]1[CH:11]=[CH:10][C:9]2[C:4](=[CH:5][C:6]([OH:12])=[CH:7][CH:8]=2)[N:3]=1.